From a dataset of Forward reaction prediction with 1.9M reactions from USPTO patents (1976-2016). Predict the product of the given reaction. (1) The product is: [CH3:1][C:2]1([CH3:32])[C:11]2[CH:10]=[C:9]([CH:12]([OH:24])[CH:13]=[CH:14][C:15]3[CH:23]=[CH:22][C:18]([C:19]([OH:21])=[O:20])=[CH:17][CH:16]=3)[CH:8]=[CH:7][C:6]=2[C:5]([C:25]2[CH:26]=[CH:27][C:28]([CH3:31])=[CH:29][CH:30]=2)=[CH:4][CH2:3]1. Given the reactants [CH3:1][C:2]1([CH3:32])[C:11]2[CH:10]=[C:9]([C:12](=[O:24])[CH:13]=[CH:14][C:15]3[CH:23]=[CH:22][C:18]([C:19]([OH:21])=[O:20])=[CH:17][CH:16]=3)[CH:8]=[CH:7][C:6]=2[C:5]([C:25]2[CH:30]=[CH:29][C:28]([CH3:31])=[CH:27][CH:26]=2)=[CH:4][CH2:3]1.[Cl-].[Cs+].[BH4-].[Na+].[Cl-].[NH4+], predict the reaction product. (2) The product is: [N:24]1([CH:14]([NH:7][C:5](=[O:6])[C:4]2[CH:3]=[C:2]([Cl:1])[CH:10]=[C:9]([Cl:11])[CH:8]=2)[C:13]([CH3:23])([CH3:12])[CH2:16][C:17]2[CH:22]=[CH:21][CH:20]=[CH:19][CH:18]=2)[C:28]2[CH:29]=[CH:30][CH:31]=[CH:32][C:27]=2[N:26]=[N:25]1. Given the reactants [Cl:1][C:2]1[CH:3]=[C:4]([CH:8]=[C:9]([Cl:11])[CH:10]=1)[C:5]([NH2:7])=[O:6].[CH3:12][C:13]([CH3:23])([CH2:16][C:17]1[CH:22]=[CH:21][CH:20]=[CH:19][CH:18]=1)[CH:14]=O.[NH:24]1[C:28]2[CH:29]=[CH:30][CH:31]=[CH:32][C:27]=2[N:26]=[N:25]1.C1(C)C=CC(S(O)(=O)=O)=CC=1, predict the reaction product. (3) Given the reactants [CH2:1]([O:8][C:9]1[CH:15]=[CH:14][C:12]([NH2:13])=[CH:11][CH:10]=1)[C:2]1[CH:7]=[CH:6][CH:5]=[CH:4][CH:3]=1.Cl[C:17]1[C:26]2[C:21](=[CH:22][CH:23]=[C:24]([C:27]3[O:28][C:29]([C:32]([F:35])([F:34])[F:33])=[N:30][N:31]=3)[CH:25]=2)[N:20]=[CH:19][N:18]=1, predict the reaction product. The product is: [CH2:1]([O:8][C:9]1[CH:10]=[CH:11][C:12]([NH:13][C:17]2[C:26]3[C:21](=[CH:22][CH:23]=[C:24]([C:27]4[O:28][C:29]([C:32]([F:35])([F:33])[F:34])=[N:30][N:31]=4)[CH:25]=3)[N:20]=[CH:19][N:18]=2)=[CH:14][CH:15]=1)[C:2]1[CH:3]=[CH:4][CH:5]=[CH:6][CH:7]=1. (4) Given the reactants [C:1]([O:9][CH2:10][CH3:11])(=[O:8])[CH2:2][CH2:3][CH2:4][CH2:5][CH:6]=[CH2:7].B1C2CCCC1CCC2.P([O-])([O-])([O-])=O.[K+].[K+].[K+].Br[C:30]1[CH:31]=[C:32]([C:36]([C:45]2[CH:50]=[C:49]([C:51]([F:54])([F:53])[F:52])[CH:48]=[C:47]([F:55])[CH:46]=2)([NH2:44])[CH2:37][C:38]2[CH:43]=[CH:42][CH:41]=[CH:40][CH:39]=2)[CH:33]=[CH:34][CH:35]=1, predict the reaction product. The product is: [NH2:44][C:36]([C:32]1[CH:33]=[C:34]([CH2:7][CH2:6][CH2:5][CH2:4][CH2:3][CH2:2][C:1]([O:9][CH2:10][CH3:11])=[O:8])[CH:35]=[CH:30][CH:31]=1)([C:45]1[CH:50]=[C:49]([C:51]([F:52])([F:53])[F:54])[CH:48]=[C:47]([F:55])[CH:46]=1)[CH2:37][C:38]1[CH:39]=[CH:40][CH:41]=[CH:42][CH:43]=1. (5) Given the reactants C[O:2][C:3]([C:5]1[CH:10]=[CH:9][C:8]([C:11]2[CH:16]=[C:15]([O:17][CH2:18][C:19]3[CH:24]=[CH:23][CH:22]=[CH:21][CH:20]=3)[C:14]([O:25][CH3:26])=[CH:13][C:12]=2[CH:27]=[O:28])=[C:7]([O:29][CH3:30])[CH:6]=1)=[O:4].[OH-].[Li+].Cl, predict the reaction product. The product is: [CH2:18]([O:17][C:15]1[C:14]([O:25][CH3:26])=[CH:13][C:12]([CH:27]=[O:28])=[C:11]([C:8]2[CH:9]=[CH:10][C:5]([C:3]([OH:4])=[O:2])=[CH:6][C:7]=2[O:29][CH3:30])[CH:16]=1)[C:19]1[CH:20]=[CH:21][CH:22]=[CH:23][CH:24]=1. (6) Given the reactants [CH3:1][O:2][C:3](=[O:14])[CH:4]=[CH:5][C:6]1[CH:11]=[CH:10][C:9]([CH3:12])=[CH:8][C:7]=1[CH3:13], predict the reaction product. The product is: [CH3:1][O:2][C:3](=[O:14])[CH2:4][CH2:5][C:6]1[CH:11]=[CH:10][C:9]([CH3:12])=[CH:8][C:7]=1[CH3:13]. (7) Given the reactants FC(F)(F)C(O)=O.[Na].[C:9]([CH2:11][C:12](=O)[C:13]([O:15][CH2:16][CH3:17])=[O:14])#[N:10].[F:19][C:20]1[CH:28]=[CH:27][CH:26]=[CH:25][C:21]=1[CH2:22][NH:23][NH2:24], predict the reaction product. The product is: [NH2:10][C:9]1[N:23]([CH2:22][C:21]2[CH:25]=[CH:26][CH:27]=[CH:28][C:20]=2[F:19])[N:24]=[C:12]([C:13]([O:15][CH2:16][CH3:17])=[O:14])[CH:11]=1. (8) Given the reactants F[C:2]1[CH:7]=[CH:6][C:5]([N+:8]([O-:10])=[O:9])=[CH:4][CH:3]=1.CN1CCCC1=O.[CH3:18][CH:19]1[N:24]([CH2:25][CH2:26][CH2:27][NH2:28])[CH2:23][CH2:22][CH2:21][CH2:20]1.C(N(CC)CC)C, predict the reaction product. The product is: [CH3:18][CH:19]1[CH2:20][CH2:21][CH2:22][CH2:23][N:24]1[CH2:25][CH2:26][CH2:27][NH:28][C:2]1[CH:7]=[CH:6][C:5]([N+:8]([O-:10])=[O:9])=[CH:4][CH:3]=1. (9) Given the reactants [Cl:1][C:2]1[N:7]=[CH:6][C:5]([CH2:8][N:9]2[C:13]([CH3:14])=[CH:12][C:11](/[C:15](/[F:30])=[CH:16]/[C:17]3[CH:22]=[CH:21][C:20]([S:23][C:24]([CH3:29])([CH3:28])[C:25]([OH:27])=O)=[CH:19][CH:18]=3)=[N:10]2)=[CH:4][CH:3]=1.[NH:31]1[CH2:35][CH2:34][CH2:33][CH2:32]1, predict the reaction product. The product is: [Cl:1][C:2]1[N:7]=[CH:6][C:5]([CH2:8][N:9]2[C:13]([CH3:14])=[CH:12][C:11](/[C:15](/[F:30])=[CH:16]/[C:17]3[CH:18]=[CH:19][C:20]([S:23][C:24]([CH3:28])([CH3:29])[C:25]([N:31]4[CH2:35][CH2:34][CH2:33][CH2:32]4)=[O:27])=[CH:21][CH:22]=3)=[N:10]2)=[CH:4][CH:3]=1.